From a dataset of Forward reaction prediction with 1.9M reactions from USPTO patents (1976-2016). Predict the product of the given reaction. Given the reactants [C:1]([O:5][C:6]([NH:8][C@H:9]([C:13]([CH3:16])([CH3:15])[CH3:14])[C:10](O)=[O:11])=[O:7])([CH3:4])([CH3:3])[CH3:2].Cl.CN.C[CH2:21][N:22](C(C)C)C(C)C.CN(C(ON1N=NC2C=CC=CC1=2)=[N+](C)C)C.[B-](F)(F)(F)F, predict the reaction product. The product is: [CH3:14][C:13]([CH3:16])([CH3:15])[C@@H:9]([NH:8][C:6](=[O:7])[O:5][C:1]([CH3:4])([CH3:3])[CH3:2])[C:10]([NH:22][CH3:21])=[O:11].